From a dataset of Catalyst prediction with 721,799 reactions and 888 catalyst types from USPTO. Predict which catalyst facilitates the given reaction. Reactant: [CH2:1]([C@H:4]1[O:6][C@@H:5]1[C:7]([OH:9])=O)[CH2:2][CH3:3].C(N(CC)CC)C.C(OC(Cl)=O)C.[CH:23]1([NH2:26])[CH2:25][CH2:24]1. Product: [CH:23]1([NH:26][C:7]([C@@H:5]2[C@@H:4]([CH2:1][CH2:2][CH3:3])[O:6]2)=[O:9])[CH2:25][CH2:24]1. The catalyst class is: 7.